Predict the reactants needed to synthesize the given product. From a dataset of Full USPTO retrosynthesis dataset with 1.9M reactions from patents (1976-2016). Given the product [NH2:1][C:2]1([CH2:21][OH:22])[CH2:6][CH2:5][CH:4]([C:7]2[CH:8]=[CH:9][C:10]([CH2:13][CH2:14][CH2:15][CH2:16][CH2:17][CH2:18][CH2:19][CH3:20])=[CH:11][CH:12]=2)[CH2:3]1, predict the reactants needed to synthesize it. The reactants are: [NH2:1][C:2]1([C:21](O)=[O:22])[CH2:6][CH2:5][CH:4]([C:7]2[CH:12]=[CH:11][C:10]([CH2:13][CH2:14][CH2:15][CH2:16][CH2:17][CH2:18][CH2:19][CH3:20])=[CH:9][CH:8]=2)[CH2:3]1.[BH4-].[Na+].II.